From a dataset of Full USPTO retrosynthesis dataset with 1.9M reactions from patents (1976-2016). Predict the reactants needed to synthesize the given product. (1) Given the product [CH3:1][O:2][C:3](=[O:15])[C:4]1[CH:9]=[C:8]([C:25]#[C:24][C:19]2[CH:20]=[CH:21][CH:22]=[CH:23][C:18]=2[O:17][CH3:16])[CH:7]=[CH:6][C:5]=1[O:11][CH:12]([CH3:14])[CH3:13], predict the reactants needed to synthesize it. The reactants are: [CH3:1][O:2][C:3](=[O:15])[C:4]1[CH:9]=[C:8](I)[CH:7]=[CH:6][C:5]=1[O:11][CH:12]([CH3:14])[CH3:13].[CH3:16][O:17][C:18]1[CH:23]=[CH:22][CH:21]=[CH:20][C:19]=1[C:24]#[CH:25]. (2) Given the product [CH:1]([C:4]1[N:8]=[C:7]([N:9]2[CH2:10][CH2:11][CH:12]([N:15]3[CH2:19][CH2:18][C@H:17]([NH:20][CH3:21])[C:16]3=[O:29])[CH2:13][CH2:14]2)[S:6][N:5]=1)([CH3:3])[CH3:2], predict the reactants needed to synthesize it. The reactants are: [CH:1]([C:4]1[N:8]=[C:7]([N:9]2[CH2:14][CH2:13][CH:12]([N:15]3[CH2:19][CH2:18][C@H:17]([N:20](C)[C:21](=O)OC(C)(C)C)[C:16]3=[O:29])[CH2:11][CH2:10]2)[S:6][N:5]=1)([CH3:3])[CH3:2].C(O)(C(F)(F)F)=O. (3) Given the product [N:1]1[N:2]([C:6]2[CH:29]=[CH:28][CH:27]=[CH:26][C:7]=2[C:8]([N:10]2[C@H:15]([CH3:16])[CH2:14][CH2:13][C@@H:12]([N:17]([CH3:33])[C:18]3[CH:19]=[C:20]([CH:23]=[CH:24][N:25]=3)[C:21]#[N:22])[CH2:11]2)=[O:9])[N:3]=[CH:4][CH:5]=1, predict the reactants needed to synthesize it. The reactants are: [N:1]1[N:2]([C:6]2[CH:29]=[CH:28][CH:27]=[CH:26][C:7]=2[C:8]([N:10]2[C@H:15]([CH3:16])[CH2:14][CH2:13][C@@H:12]([NH:17][C:18]3[CH:19]=[C:20]([CH:23]=[CH:24][N:25]=3)[C:21]#[N:22])[CH2:11]2)=[O:9])[N:3]=[CH:4][CH:5]=1.[H-].[Na+].I[CH3:33]. (4) Given the product [Br:19][C:16]1[CH:17]=[CH:18][C:11]([CH:8]([CH3:10])[CH3:9])=[C:12]([CH:15]=1)[CH:13]=[O:14], predict the reactants needed to synthesize it. The reactants are: FC(F)(F)C(O)=O.[CH:8]([C:11]1[CH:18]=[CH:17][CH:16]=[CH:15][C:12]=1[CH:13]=[O:14])([CH3:10])[CH3:9].[Br:19]NC(=O)CCC(N)=O. (5) Given the product [CH3:1][N:2]1[C:10]2[CH2:9][CH2:8][CH2:7][CH:6]([CH2:11][C:12]([O:14][CH2:15][CH3:16])=[O:13])[C:5]=2[CH:4]=[CH:3]1, predict the reactants needed to synthesize it. The reactants are: [CH3:1][N:2]1[C:10]2[CH2:9][CH2:8][CH2:7][C:6](=[CH:11][C:12]([O:14][CH2:15][CH3:16])=[O:13])[C:5]=2[CH:4]=[CH:3]1.